From a dataset of Forward reaction prediction with 1.9M reactions from USPTO patents (1976-2016). Predict the product of the given reaction. (1) The product is: [CH3:6][NH:8][C@H:9]1[CH2:10][CH2:11][C@H:12]([C:15]#[C:16][CH2:17][O:18][S:19]([CH3:22])(=[O:21])=[O:20])[CH2:13][CH2:14]1. Given the reactants C(O[C:6]([N:8](C)[C@H:9]1[CH2:14][CH2:13][C@H:12]([C:15]#[C:16][CH2:17][O:18][S:19]([CH3:22])(=[O:21])=[O:20])[CH2:11][CH2:10]1)=O)(C)(C)C.C(O)(C(F)(F)F)=O, predict the reaction product. (2) Given the reactants C([N:4]1[C:12]2[C:7](=[CH:8][CH:9]=[CH:10][CH:11]=2)[C:6](=[C:13](OCC)[C:14]2[CH:19]=[CH:18][CH:17]=[CH:16][CH:15]=2)[C:5]1=[O:23])(=O)C.[CH3:24][O:25][C:26]1[CH:32]=[CH:31][CH:30]=[CH:29][C:27]=1[NH2:28].[OH-].[Na+], predict the reaction product. The product is: [CH3:24][O:25][C:26]1[CH:32]=[CH:31][CH:30]=[CH:29][C:27]=1[NH:28]/[C:13](=[C:6]1\[C:5](=[O:23])[NH:4][C:12]2[C:7]\1=[CH:8][CH:9]=[CH:10][CH:11]=2)/[C:14]1[CH:15]=[CH:16][CH:17]=[CH:18][CH:19]=1. (3) Given the reactants [N+:1]([C:4]1[CH:5]=[C:6]2N=C(C3C=CC([N+]([O-])=O)=CC=3)[NH:10][C:7]2=[N:8][CH:9]=1)([O-:3])=[O:2].[NH4+:22].[OH-], predict the reaction product. The product is: [NH2:10][C:7]1[CH:6]=[C:5]([NH2:22])[C:4]([N+:1]([O-:3])=[O:2])=[CH:9][N:8]=1. (4) Given the reactants [Br:1][C:2]1[CH:3]=[C:4]2[C:9](=[CH:10][CH:11]=1)[C:8](=[O:12])[NH:7][C:6](=[O:13])/[C:5]/2=[CH:14]/OC.CN(C)C=O.[NH2:22][C:23]([C:28]1[CH:33]=[CH:32][C:31]([NH2:34])=[CH:30][CH:29]=1)([CH3:27])[C:24]([OH:26])=[O:25], predict the reaction product. The product is: [NH2:22][C:23]([C:28]1[CH:29]=[CH:30][C:31]([NH:34][CH:14]=[C:5]2[C:4]3[C:9](=[CH:10][CH:11]=[C:2]([Br:1])[CH:3]=3)[C:8](=[O:12])[NH:7][C:6]2=[O:13])=[CH:32][CH:33]=1)([CH3:27])[C:24]([OH:26])=[O:25].